This data is from Forward reaction prediction with 1.9M reactions from USPTO patents (1976-2016). The task is: Predict the product of the given reaction. The product is: [Br:1][C:2]1[CH:9]=[CH:8][C:5]([C:6]#[N:7])=[C:4]([CH:3]=1)[CH2:10][O:12][CH2:13][C:14]([O:16][CH2:17][CH3:18])=[O:15]. Given the reactants [Br:1][C:2]1[CH:9]=[CH:8][C:5]([C:6]#[N:7])=[C:4]([CH2:10]Br)[CH:3]=1.[OH:12][CH2:13][C:14]([O:16][CH2:17][CH3:18])=[O:15].C[O-].[Na+], predict the reaction product.